This data is from Forward reaction prediction with 1.9M reactions from USPTO patents (1976-2016). The task is: Predict the product of the given reaction. (1) Given the reactants Cl[CH:2]([CH:8]=O)[C:3]([O:5][CH2:6][CH3:7])=[O:4].[CH:10]1([N:13]([CH:35]2[CH2:37][CH2:36]2)[C:14]([C:16]2[N:32]([CH2:33][CH3:34])[C:19]3=[N:20][C:21]([NH:28][C:29]([NH2:31])=[S:30])=[C:22]4[N:26]=[CH:25][N:24]([CH3:27])[C:23]4=[C:18]3[CH:17]=2)=[O:15])[CH2:12][CH2:11]1, predict the reaction product. The product is: [CH:35]1([N:13]([CH:10]2[CH2:11][CH2:12]2)[C:14]([C:16]2[N:32]([CH2:33][CH3:34])[C:19]3=[N:20][C:21]([NH:28][C:29]4[S:30][C:2]([C:3]([O:5][CH2:6][CH3:7])=[O:4])=[CH:8][N:31]=4)=[C:22]4[N:26]=[CH:25][N:24]([CH3:27])[C:23]4=[C:18]3[CH:17]=2)=[O:15])[CH2:36][CH2:37]1. (2) Given the reactants C1(N2CCCC2)CCCC1.C[I:12].[OH-].[CH:14]1([N+:19]2([CH3:24])[CH2:23][CH2:22][CH2:21][CH2:20]2)[CH2:18][CH2:17][CH2:16][CH2:15]1, predict the reaction product. The product is: [I-:12].[CH:14]1([N+:19]2([CH3:24])[CH2:23][CH2:22][CH2:21][CH2:20]2)[CH2:15][CH2:16][CH2:17][CH2:18]1.